From a dataset of Peptide-MHC class II binding affinity with 134,281 pairs from IEDB. Regression. Given a peptide amino acid sequence and an MHC pseudo amino acid sequence, predict their binding affinity value. This is MHC class II binding data. (1) The MHC is HLA-DQA10102-DQB10602 with pseudo-sequence HLA-DQA10102-DQB10602. The peptide sequence is LVQDDVIPANWKPDT. The binding affinity (normalized) is 0. (2) The peptide sequence is TSVGKGIHTVFGSAF. The MHC is HLA-DQA10303-DQB10402 with pseudo-sequence HLA-DQA10303-DQB10402. The binding affinity (normalized) is 0.614. (3) The peptide sequence is PSAPPILSNPNLFWA. The MHC is DRB1_0101 with pseudo-sequence DRB1_0101. The binding affinity (normalized) is 0.527. (4) The peptide sequence is SDYVYEPFPKRVWEQ. The MHC is DRB1_1101 with pseudo-sequence DRB1_1101. The binding affinity (normalized) is 0.730. (5) The peptide sequence is GVTVKDVTITAPGDS. The MHC is HLA-DQA10501-DQB10201 with pseudo-sequence HLA-DQA10501-DQB10201. The binding affinity (normalized) is 0.0905.